From a dataset of Reaction yield outcomes from USPTO patents with 853,638 reactions. Predict the reaction yield, written as a fraction of the theoretical maximum amount of product (1.0 means a 100% yield; for example, 0.34 means a 34% yield). (1) The reactants are Cl[C:2](=[N:16][OH:17])[C@H:3]1[CH2:8][C@@H:7]2[C@@H:5]([CH2:6]2)[N:4]1[C:9]([O:11][C:12]([CH3:15])([CH3:14])[CH3:13])=[O:10].[C:18]([C:20]1[CH:25]=[CH:24][CH:23]=[C:22]([CH3:26])[CH:21]=1)#[CH:19]. The catalyst is ClCCl. The product is [CH3:26][C:22]1[CH:21]=[C:20]([C:18]2[O:17][N:16]=[C:2]([C@H:3]3[CH2:8][C@@H:7]4[C@@H:5]([CH2:6]4)[N:4]3[C:9]([O:11][C:12]([CH3:15])([CH3:14])[CH3:13])=[O:10])[CH:19]=2)[CH:25]=[CH:24][CH:23]=1. The yield is 0.670. (2) The reactants are [NH:1]1[C:5]2[CH:6]=[CH:7][CH:8]=[CH:9][C:4]=2[N:3]=[N:2]1.[CH3:10][O-:11].[Na+:12].C[OH:14]. No catalyst specified. The product is [NH:1]1[C:5]2[CH:6]=[CH:7][CH:8]=[C:9]([C:10]([O-:14])=[O:11])[C:4]=2[N:3]=[N:2]1.[Na+:12]. The yield is 0.970. (3) The reactants are [F:1][C:2]1[CH:11]=[C:10]2[C:5]([N:6]=[C:7]([CH3:16])[C:8]3[N:9]2[CH:12]=[N:13][C:14]=3[CH3:15])=[CH:4][CH:3]=1.C1C(=O)N([Br:24])C(=O)C1. No catalyst specified. The product is [Br:24][C:12]1[N:9]2[C:10]3[C:5]([N:6]=[C:7]([CH3:16])[C:8]2=[C:14]([CH3:15])[N:13]=1)=[CH:4][CH:3]=[C:2]([F:1])[CH:11]=3. The yield is 0.890. (4) The reactants are Br[C:2]1[CH:3]=[C:4]([C:9]2[N:14]=[C:13]([C:15]([O:17][CH3:18])=[O:16])[CH:12]=[C:11]([N:19]3[C:23]([CH3:24])=[CH:22][CH:21]=[N:20]3)[N:10]=2)[CH:5]=[CH:6][C:7]=1[F:8].[C:25]([C@:27]1([OH:34])[CH2:31][CH2:30][N:29]([CH3:32])[C:28]1=[O:33])#[CH:26]. No catalyst specified. The product is [F:8][C:7]1[CH:6]=[CH:5][C:4]([C:9]2[N:14]=[C:13]([C:15]([O:17][CH3:18])=[O:16])[CH:12]=[C:11]([N:19]3[C:23]([CH3:24])=[CH:22][CH:21]=[N:20]3)[N:10]=2)=[CH:3][C:2]=1[C:26]#[C:25][C@:27]1([OH:34])[CH2:31][CH2:30][N:29]([CH3:32])[C:28]1=[O:33]. The yield is 0.650. (5) The yield is 0.910. The reactants are [C:1]([O:5][C:6](=[O:25])[NH:7][CH:8]1[CH2:11][C:10]2([CH2:14][C:13](=[C:15]3[C:23]4[C:18](=[CH:19][CH:20]=[CH:21][CH:22]=4)[C:17](=O)[O:16]3)[CH2:12]2)[CH2:9]1)([CH3:4])([CH3:3])[CH3:2].O1CCOCC1.O.[NH2:33][NH2:34]. The catalyst is CCOC(C)=O. The product is [O:16]=[C:17]1[C:18]2[C:23](=[CH:22][CH:21]=[CH:20][CH:19]=2)[C:15]([CH:13]2[CH2:14][C:10]3([CH2:11][CH:8]([NH:7][C:6](=[O:25])[O:5][C:1]([CH3:4])([CH3:3])[CH3:2])[CH2:9]3)[CH2:12]2)=[N:34][NH:33]1. (6) The reactants are [CH3:1][C:2]1([CH2:14][OH:15])[O:7][C:6]2=[N:8][C:9]([N+:11]([O-:13])=[O:12])=[CH:10][N:5]2[CH2:4][CH2:3]1.[I:16][C:17]1[CH:18]=[C:19]([CH:22]=[CH:23][CH:24]=1)[CH2:20]Br.[H-].[Na+]. No catalyst specified. The product is [I:16][C:17]1[CH:18]=[C:19]([CH:22]=[CH:23][CH:24]=1)[CH2:20][O:15][CH2:14][C:2]1([CH3:1])[O:7][C:6]2=[N:8][C:9]([N+:11]([O-:13])=[O:12])=[CH:10][N:5]2[CH2:4][CH2:3]1. The yield is 0.690.